This data is from Full USPTO retrosynthesis dataset with 1.9M reactions from patents (1976-2016). The task is: Predict the reactants needed to synthesize the given product. Given the product [CH3:1][C:2]1([CH3:18])[CH2:16][C:6]2[N:7]=[C:8]([N:10]3[CH2:15][CH2:14][O:13][CH2:12][CH2:11]3)[S:9][C:5]=2[C:4](=[S:28])[CH2:3]1, predict the reactants needed to synthesize it. The reactants are: [CH3:1][C:2]1([CH3:18])[CH2:16][C:6]2[N:7]=[C:8]([N:10]3[CH2:15][CH2:14][O:13][CH2:12][CH2:11]3)[S:9][C:5]=2[C:4](=O)[CH2:3]1.COC1C=CC(P2(=S)SP(=S)(C3C=CC(OC)=CC=3)[S:28]2)=CC=1.C([O-])(O)=O.[Na+].